From a dataset of Full USPTO retrosynthesis dataset with 1.9M reactions from patents (1976-2016). Predict the reactants needed to synthesize the given product. (1) Given the product [Br:20][CH2:3][C:4]1[C:9]([CH:10]2[CH2:12][CH2:11]2)=[CH:8][CH:7]=[CH:6][C:5]=1[N:13]1[C:17](=[O:18])[N:16]([CH3:19])[N:15]=[N:14]1, predict the reactants needed to synthesize it. The reactants are: CO[CH2:3][C:4]1[C:9]([CH:10]2[CH2:12][CH2:11]2)=[CH:8][CH:7]=[CH:6][C:5]=1[N:13]1[C:17](=[O:18])[N:16]([CH3:19])[N:15]=[N:14]1.[BrH:20].C(O)(=O)C.[Cl-].[Na+]. (2) Given the product [N:21]1([CH2:8][C:9]2[O:10][C:11]([C:14]3[CH:19]=[CH:18][C:17]([I:20])=[CH:16][CH:15]=3)=[N:12][N:13]=2)[CH:25]=[CH:24][N:23]=[CH:22]1, predict the reactants needed to synthesize it. The reactants are: C(=O)([O-])[O-].[K+].[K+].Cl[CH2:8][C:9]1[O:10][C:11]([C:14]2[CH:19]=[CH:18][C:17]([I:20])=[CH:16][CH:15]=2)=[N:12][N:13]=1.[NH:21]1[CH:25]=[CH:24][N:23]=[CH:22]1. (3) Given the product [CH:11]([N:8]1[CH:7]=[N:6][C:5]2[C:9]1=[N:10][C:2]([N:21]1[CH2:26][CH2:25][O:24][CH2:23][CH2:22]1)=[N:3][C:4]=2[C:14]1[CH:15]=[N:16][C:17]([NH2:20])=[N:18][CH:19]=1)([CH3:13])[CH3:12], predict the reactants needed to synthesize it. The reactants are: Cl[C:2]1[N:10]=[C:9]2[C:5]([N:6]=[CH:7][N:8]2[CH:11]([CH3:13])[CH3:12])=[C:4]([C:14]2[CH:15]=[N:16][C:17]([NH2:20])=[N:18][CH:19]=2)[N:3]=1.[NH:21]1[CH2:26][CH2:25][O:24][CH2:23][CH2:22]1.